From a dataset of Peptide-MHC class I binding affinity with 185,985 pairs from IEDB/IMGT. Regression. Given a peptide amino acid sequence and an MHC pseudo amino acid sequence, predict their binding affinity value. This is MHC class I binding data. (1) The MHC is HLA-A33:01 with pseudo-sequence HLA-A33:01. The binding affinity (normalized) is 0.177. The peptide sequence is SLLKETIQK. (2) The MHC is HLA-B45:06 with pseudo-sequence HLA-B45:06. The peptide sequence is RRWIAPHPL. The binding affinity (normalized) is 0.213. (3) The peptide sequence is RQLLFVVEV. The MHC is HLA-A02:03 with pseudo-sequence HLA-A02:03. The binding affinity (normalized) is 0.698.